Predict the product of the given reaction. From a dataset of Forward reaction prediction with 1.9M reactions from USPTO patents (1976-2016). (1) Given the reactants Br[C:2]1[CH:3]=[C:4]([C:11]([F:14])([F:13])[F:12])[CH:5]=[C:6]2[C:10]=1[NH:9][CH:8]=[CH:7]2.[Li]CCCC.[C:20](=[O:22])=[O:21].O, predict the reaction product. The product is: [F:12][C:11]([F:14])([F:13])[C:4]1[CH:5]=[C:6]2[C:10](=[C:2]([C:20]([OH:22])=[O:21])[CH:3]=1)[NH:9][CH:8]=[CH:7]2. (2) Given the reactants [NH2:1][C:2]1[CH:3]=[C:4]([C:8]2[N:17]=[C:16]([NH:18][C:19]3[CH:20]=[C:21]4[C:25](=[CH:26][CH:27]=3)[N:24]([C:28]([O:30][C:31]([CH3:34])([CH3:33])[CH3:32])=[O:29])[N:23]=[CH:22]4)[C:15]3[C:10](=[CH:11][CH:12]=[CH:13][CH:14]=3)[N:9]=2)[CH:5]=[CH:6][CH:7]=1.[F:35][C:36]([F:48])([F:47])[C:37]([N:39]1[CH2:43][CH2:42][CH2:41][CH:40]1[C:44](Cl)=[O:45])=[O:38].C(Cl)Cl, predict the reaction product. The product is: [F:48][C:36]([F:35])([F:47])[C:37]([N:39]1[CH2:43][CH2:42][CH2:41][C@@H:40]1[C:44]([NH:1][C:2]1[CH:3]=[C:4]([C:8]2[N:17]=[C:16]([NH:18][C:19]3[CH:20]=[C:21]4[C:25](=[CH:26][CH:27]=3)[N:24]([C:28]([O:30][C:31]([CH3:34])([CH3:33])[CH3:32])=[O:29])[N:23]=[CH:22]4)[C:15]3[C:10](=[CH:11][CH:12]=[CH:13][CH:14]=3)[N:9]=2)[CH:5]=[CH:6][CH:7]=1)=[O:45])=[O:38]. (3) Given the reactants C[Si]([N-][Si](C)(C)C)(C)C.[K+].[Cl-].[CH3:12][O:13][CH2:14][P+](C1C=CC=CC=1)(C1C=CC=CC=1)C1C=CC=CC=1.[Br:34][C:35]1[C:36]([F:43])=[C:37]([CH:40]=[CH:41][CH:42]=1)[CH:38]=O.CCOCC, predict the reaction product. The product is: [Br:34][C:35]1[CH:42]=[CH:41][CH:40]=[C:37]([CH:38]=[CH:12][O:13][CH3:14])[C:36]=1[F:43]. (4) Given the reactants Br[C:2]1[CH:7]=[CH:6][C:5]([CH2:8][CH2:9][OH:10])=[CH:4][CH:3]=1.[F:11][C:12]1[CH:17]=[CH:16][C:15](B(O)O)=[CH:14][CH:13]=1.C(=O)([O-])[O-].[Na+].[Na+].O1CCOCC1, predict the reaction product. The product is: [F:11][C:12]1[CH:17]=[CH:16][C:15]([C:2]2[CH:7]=[CH:6][C:5]([CH2:8][CH2:9][OH:10])=[CH:4][CH:3]=2)=[CH:14][CH:13]=1.